Regression. Given two drug SMILES strings and cell line genomic features, predict the synergy score measuring deviation from expected non-interaction effect. From a dataset of NCI-60 drug combinations with 297,098 pairs across 59 cell lines. (1) Drug 1: C1=C(C(=O)NC(=O)N1)N(CCCl)CCCl. Drug 2: CC1C(C(CC(O1)OC2CC(OC(C2O)C)OC3=CC4=CC5=C(C(=O)C(C(C5)C(C(=O)C(C(C)O)O)OC)OC6CC(C(C(O6)C)O)OC7CC(C(C(O7)C)O)OC8CC(C(C(O8)C)O)(C)O)C(=C4C(=C3C)O)O)O)O. Cell line: MALME-3M. Synergy scores: CSS=6.52, Synergy_ZIP=2.54, Synergy_Bliss=7.14, Synergy_Loewe=6.89, Synergy_HSA=6.67. (2) Drug 1: CC1CCC2CC(C(=CC=CC=CC(CC(C(=O)C(C(C(=CC(C(=O)CC(OC(=O)C3CCCCN3C(=O)C(=O)C1(O2)O)C(C)CC4CCC(C(C4)OC)O)C)C)O)OC)C)C)C)OC. Drug 2: CC1CCC2CC(C(=CC=CC=CC(CC(C(=O)C(C(C(=CC(C(=O)CC(OC(=O)C3CCCCN3C(=O)C(=O)C1(O2)O)C(C)CC4CCC(C(C4)OC)OCCO)C)C)O)OC)C)C)C)OC. Cell line: MDA-MB-231. Synergy scores: CSS=15.6, Synergy_ZIP=-3.55, Synergy_Bliss=0.943, Synergy_Loewe=-0.404, Synergy_HSA=2.82. (3) Drug 1: CC1=C(C(=CC=C1)Cl)NC(=O)C2=CN=C(S2)NC3=CC(=NC(=N3)C)N4CCN(CC4)CCO. Drug 2: C#CCC(CC1=CN=C2C(=N1)C(=NC(=N2)N)N)C3=CC=C(C=C3)C(=O)NC(CCC(=O)O)C(=O)O. Cell line: SK-MEL-28. Synergy scores: CSS=44.2, Synergy_ZIP=0.650, Synergy_Bliss=-0.521, Synergy_Loewe=-9.11, Synergy_HSA=-0.647. (4) Drug 1: C1C(C(OC1N2C=C(C(=O)NC2=O)F)CO)O. Drug 2: CC1C(C(CC(O1)OC2CC(CC3=C2C(=C4C(=C3O)C(=O)C5=C(C4=O)C(=CC=C5)OC)O)(C(=O)CO)O)N)O.Cl. Cell line: SF-268. Synergy scores: CSS=35.8, Synergy_ZIP=-8.04, Synergy_Bliss=-5.19, Synergy_Loewe=-3.18, Synergy_HSA=-0.482. (5) Drug 1: C1=CC(=CC=C1CC(C(=O)O)N)N(CCCl)CCCl.Cl. Drug 2: CC(C1=C(C=CC(=C1Cl)F)Cl)OC2=C(N=CC(=C2)C3=CN(N=C3)C4CCNCC4)N. Cell line: OVCAR-4. Synergy scores: CSS=-2.97, Synergy_ZIP=1.79, Synergy_Bliss=-1.17, Synergy_Loewe=-4.19, Synergy_HSA=-5.15.